This data is from Reaction yield outcomes from USPTO patents with 853,638 reactions. The task is: Predict the reaction yield, written as a fraction of the theoretical maximum amount of product (1.0 means a 100% yield; for example, 0.34 means a 34% yield). (1) The reactants are C([O:4][CH2:5][C:6]1[C:11]([C:12]2[CH:17]=[C:16]([NH:18][C:19]3[CH:24]=[CH:23][C:22]([N:25]4[CH2:30][CH2:29][N:28]([CH:31]5[CH2:34][O:33][CH2:32]5)[CH2:27][C@@H:26]4[CH3:35])=[CH:21][N:20]=3)[C:15](=[O:36])[N:14]([CH3:37])[CH:13]=2)=[CH:10][C:9]([F:38])=[CH:8][C:7]=1[N:39]1[CH2:50][CH2:49][N:48]2[C:41](=[CH:42][C:43]3[CH2:44][C:45]([CH3:52])([CH3:51])[CH2:46][C:47]=32)[C:40]1=[O:53])(=O)C.[OH-].[Li+]. No catalyst specified. The product is [F:38][C:9]1[CH:10]=[C:11]([C:12]2[CH:17]=[C:16]([NH:18][C:19]3[CH:24]=[CH:23][C:22]([N:25]4[CH2:30][CH2:29][N:28]([CH:31]5[CH2:32][O:33][CH2:34]5)[CH2:27][C@@H:26]4[CH3:35])=[CH:21][N:20]=3)[C:15](=[O:36])[N:14]([CH3:37])[CH:13]=2)[C:6]([CH2:5][OH:4])=[C:7]([N:39]2[CH2:50][CH2:49][N:48]3[C:41](=[CH:42][C:43]4[CH2:44][C:45]([CH3:52])([CH3:51])[CH2:46][C:47]=43)[C:40]2=[O:53])[CH:8]=1. The yield is 0.530. (2) The reactants are [O:1]1[C:5]2([CH2:10][CH2:9][C:8]([C:11]3[S:12][CH:13]=[CH:14][N:15]=3)=[CH:7][CH2:6]2)[O:4][CH2:3][CH2:2]1. The catalyst is CO.[Pd]. The product is [O:4]1[C:5]2([CH2:10][CH2:9][CH:8]([C:11]3[S:12][CH:13]=[CH:14][N:15]=3)[CH2:7][CH2:6]2)[O:1][CH2:2][CH2:3]1. The yield is 0.950. (3) The reactants are [CH3:1][O:2][C:3]1[CH:4]=[C:5]2[C:10](=[CH:11][CH:12]=1)[CH:9]=[C:8]([CH:13]=O)[CH:7]=[CH:6]2.[C:15]12([NH2:25])[CH2:24][CH:19]3[CH2:20][CH:21]([CH2:23][CH:17]([CH2:18]3)[CH2:16]1)[CH2:22]2. No catalyst specified. The product is [C:15]12([NH:25][CH2:13][C:8]3[CH:7]=[CH:6][C:5]4[C:10](=[CH:11][CH:12]=[C:3]([O:2][CH3:1])[CH:4]=4)[CH:9]=3)[CH2:22][CH:21]3[CH2:20][CH:19]([CH2:18][CH:17]([CH2:23]3)[CH2:16]1)[CH2:24]2. The yield is 0.710. (4) The reactants are Br[C:2]1[CH:7]=[CH:6][C:5]([C@@H:8]2[CH2:10][C@H:9]2[NH:11][C:12](=[O:18])[O:13][C:14]([CH3:17])([CH3:16])[CH3:15])=[CH:4][CH:3]=1.C(=O)([O-])[O-].[K+].[K+].[F:25][C:26]([F:37])([F:36])[C:27]1[CH:28]=[C:29](B(O)O)[CH:30]=[CH:31][CH:32]=1. The catalyst is C(#N)C.O. The product is [F:25][C:26]([F:37])([F:36])[C:27]1[CH:32]=[C:31]([C:2]2[CH:7]=[CH:6][C:5]([C@@H:8]3[CH2:10][C@H:9]3[NH:11][C:12](=[O:18])[O:13][C:14]([CH3:17])([CH3:16])[CH3:15])=[CH:4][CH:3]=2)[CH:30]=[CH:29][CH:28]=1. The yield is 0.660. (5) The product is [F:1][C:2]1[CH:7]=[CH:6][CH:5]=[CH:4][C:3]=1[N:8]1[C:16]2[C:11](=[C:12]([N:17]3[CH2:24][C@H:23]4[C@H:19]([CH2:20][N:21]([C:30]([C:27]5([OH:26])[CH2:29][CH2:28]5)=[O:31])[CH2:22]4)[C:18]3=[O:25])[CH:13]=[CH:14][CH:15]=2)[CH:10]=[N:9]1. The catalyst is N1C=CC=CC=1. The reactants are [F:1][C:2]1[CH:7]=[CH:6][CH:5]=[CH:4][C:3]=1[N:8]1[C:16]2[C:11](=[C:12]([N:17]3[CH2:24][C@H:23]4[C@H:19]([CH2:20][NH:21][CH2:22]4)[C:18]3=[O:25])[CH:13]=[CH:14][CH:15]=2)[CH:10]=[N:9]1.[OH:26][C:27]1([C:30](O)=[O:31])[CH2:29][CH2:28]1.C(N=C=NCCCN(C)C)C.ON=C(C#N)C(OCC)=O. The yield is 0.500. (6) The reactants are N1C2C(=NC=CC=2)N(C2C=CC(C(O)=O)=NC=2)N=1.[N+:19]([C:22]1[C:23]([NH:28][C:29]2[CH:30]=[CH:31][C:32]([C:35]([O:37][CH2:38][CH3:39])=[O:36])=[N:33][CH:34]=2)=[N:24][CH:25]=[CH:26][CH:27]=1)([O-])=O. No catalyst specified. The product is [NH2:19][C:22]1[C:23]([NH:28][C:29]2[CH:30]=[CH:31][C:32]([C:35]([O:37][CH2:38][CH3:39])=[O:36])=[N:33][CH:34]=2)=[N:24][CH:25]=[CH:26][CH:27]=1. The yield is 1.00. (7) The reactants are [Br:1][C:2]1[C:10](O)=[CH:9]C(C(O)=O)=[CH:4][C:3]=1[OH:12].[CH2:13](I)[CH3:14].[C:16]([O-:19])([O-])=O.[K+].[K+].[CH3:22][CH2:23][O:24][C:25]([CH3:27])=[O:26].[CH3:28]N(C=O)C. The product is [Br:1][C:2]1[C:3]([O:12][CH2:13][CH3:14])=[CH:4][C:27]([C:25]([O:24][CH2:23][CH3:22])=[O:26])=[CH:9][C:10]=1[O:19][CH2:16][CH3:28]. No catalyst specified. The yield is 0.930.